This data is from NCI-60 drug combinations with 297,098 pairs across 59 cell lines. The task is: Regression. Given two drug SMILES strings and cell line genomic features, predict the synergy score measuring deviation from expected non-interaction effect. (1) Drug 1: CC1=C(C(CCC1)(C)C)C=CC(=CC=CC(=CC(=O)O)C)C. Drug 2: CC1=C2C(C(=O)C3(C(CC4C(C3C(C(C2(C)C)(CC1OC(=O)C(C(C5=CC=CC=C5)NC(=O)OC(C)(C)C)O)O)OC(=O)C6=CC=CC=C6)(CO4)OC(=O)C)O)C)O. Cell line: HCT116. Synergy scores: CSS=39.9, Synergy_ZIP=24.2, Synergy_Bliss=24.5, Synergy_Loewe=20.4, Synergy_HSA=18.4. (2) Drug 1: CCC(=C(C1=CC=CC=C1)C2=CC=C(C=C2)OCCN(C)C)C3=CC=CC=C3.C(C(=O)O)C(CC(=O)O)(C(=O)O)O. Drug 2: CC(C)(C#N)C1=CC(=CC(=C1)CN2C=NC=N2)C(C)(C)C#N. Cell line: NCI-H460. Synergy scores: CSS=2.83, Synergy_ZIP=-1.23, Synergy_Bliss=-3.29, Synergy_Loewe=-0.576, Synergy_HSA=-2.90. (3) Drug 1: C1=CC(=CC=C1CCC2=CNC3=C2C(=O)NC(=N3)N)C(=O)NC(CCC(=O)O)C(=O)O. Drug 2: B(C(CC(C)C)NC(=O)C(CC1=CC=CC=C1)NC(=O)C2=NC=CN=C2)(O)O. Cell line: SNB-75. Synergy scores: CSS=19.0, Synergy_ZIP=-0.684, Synergy_Bliss=-2.01, Synergy_Loewe=-2.14, Synergy_HSA=-1.57.